Dataset: Full USPTO retrosynthesis dataset with 1.9M reactions from patents (1976-2016). Task: Predict the reactants needed to synthesize the given product. (1) Given the product [O:33]=[C:22]1[N:21]2[CH2:27][C@@H:24]([CH2:25][CH2:26][C@@H:20]2[C:18]([NH:17][NH:16][C:14]([C@@H:10]2[CH2:11][CH2:12][CH2:13][NH:8][CH2:9]2)=[O:15])=[O:19])[N:23]1[O:28][CH2:29][C:30]([OH:32])=[O:31], predict the reactants needed to synthesize it. The reactants are: C(OC([N:8]1[CH2:13][CH2:12][CH2:11][C@@H:10]([C:14]([NH:16][NH:17][C:18]([C@H:20]2[CH2:26][CH2:25][C@@H:24]3[CH2:27][N:21]2[C:22](=[O:33])[N:23]3[O:28][CH2:29][C:30]([OH:32])=[O:31])=[O:19])=[O:15])[CH2:9]1)=O)(C)(C)C.FC(F)(F)C(O)=O. (2) Given the product [CH2:1]([NH:5][CH2:19][CH:7]([OH:6])[CH2:8][O:9][C:10]1[CH:15]=[CH:14][C:13]([NH2:16])=[CH:12][CH:11]=1)[CH:2]([CH3:4])[CH3:3], predict the reactants needed to synthesize it. The reactants are: [CH2:1]([NH2:5])[CH:2]([CH3:4])[CH3:3].[O:6]1[CH2:19][CH:7]1[CH2:8][O:9][C:10]1[CH:15]=[CH:14][C:13]([N+:16]([O-])=O)=[CH:12][CH:11]=1.C([O-])=O.[NH4+]. (3) Given the product [CH2:8]([O:7][C:1]([C:2]1[C:18]([Br:19])=[N:17][O:16][C:3]=1[CH3:4])=[O:6])[CH3:9], predict the reactants needed to synthesize it. The reactants are: [C:1]([O:7][CH2:8][CH3:9])(=[O:6])[C:2]#[C:3][CH2:4]C.C(=O)([O-])[O-].[K+].[K+].[OH:16][N:17]=[C:18](Br)[Br:19]. (4) Given the product [CH3:27][C:28]1[CH:36]=[CH:35][CH:34]=[C:33]([CH3:37])[C:29]=1[C:30]([N:5]1[CH2:4][CH2:3][C:2]([CH3:1])([N:8]2[CH2:13][CH2:12][CH:11]([N:14]([C:21]3[CH:26]=[CH:25][CH:24]=[CH:23][CH:22]=3)[C:15]3[CH:16]=[CH:17][N:18]=[CH:19][CH:20]=3)[CH2:10][CH2:9]2)[CH2:7][CH2:6]1)=[O:31], predict the reactants needed to synthesize it. The reactants are: [CH3:1][C:2]1([N:8]2[CH2:13][CH2:12][CH:11]([N:14]([C:21]3[CH:26]=[CH:25][CH:24]=[CH:23][CH:22]=3)[C:15]3[CH:20]=[CH:19][N:18]=[CH:17][CH:16]=3)[CH2:10][CH2:9]2)[CH2:7][CH2:6][NH:5][CH2:4][CH2:3]1.[CH3:27][C:28]1[CH:36]=[CH:35][CH:34]=[C:33]([CH3:37])[C:29]=1[C:30](O)=[O:31].C1(NC2CCN(C(OC(C)(C)C)=O)CC2)C=CC=CC=1.Cl.BrC1C=CN=CC=1. (5) Given the product [F:10][CH2:9][C:8]1([OH:11])[CH2:12][O:13][C:6](=[O:18])[CH2:7]1, predict the reactants needed to synthesize it. The reactants are: C(O[C:6](=[O:18])[CH2:7][C:8]([CH2:12][O:13]C(C)(C)C)([OH:11])[CH2:9][F:10])(C)(C)C.